From a dataset of Full USPTO retrosynthesis dataset with 1.9M reactions from patents (1976-2016). Predict the reactants needed to synthesize the given product. (1) The reactants are: [CH3:1][C@:2]12[C@@:19]3([CH3:20])[C@@H:10]([C@:11]4([CH3:33])[C@@H:16]([CH2:17][CH2:18]3)[C:15]([CH3:22])([CH3:21])[C:14]([C:23]3[CH:32]=[CH:31][C:26]([C:27]([O:29]C)=[O:28])=[CH:25][CH:24]=3)=[CH:13][CH2:12]4)[CH2:9][CH2:8][C@@H:7]1[C@H:6]1[C@H:34]([C:37]([CH3:39])=[CH2:38])[CH2:35][CH2:36][C@:5]1([NH:40][CH2:41][CH2:42][N:43]1[CH2:48][CH2:47][NH:46][CH2:45][CH2:44]1)[CH2:4][CH2:3]2.[CH:49]1([C:54]([OH:56])=O)[CH2:53][CH2:52][CH2:51][CH2:50]1. Given the product [CH:49]1([C:54]([N:46]2[CH2:47][CH2:48][N:43]([CH2:42][CH2:41][NH:40][C@:5]34[CH2:36][CH2:35][C@@H:34]([C:37]([CH3:39])=[CH2:38])[C@@H:6]3[C@@H:7]3[C@@:2]([CH3:1])([CH2:3][CH2:4]4)[C@@:19]4([CH3:20])[C@@H:10]([C@:11]5([CH3:33])[C@@H:16]([CH2:17][CH2:18]4)[C:15]([CH3:22])([CH3:21])[C:14]([C:23]4[CH:24]=[CH:25][C:26]([C:27]([OH:29])=[O:28])=[CH:31][CH:32]=4)=[CH:13][CH2:12]5)[CH2:9][CH2:8]3)[CH2:44][CH2:45]2)=[O:56])[CH2:50][CH2:51][CH2:52][CH2:53]1, predict the reactants needed to synthesize it. (2) Given the product [F:8][C:7]1[CH:6]=[N:5][C:4]2=[CH:9][N:10]([CH2:12][CH2:13][OH:14])[N:11]=[C:3]2[C:2]=1[NH:55][C:53]1[C:52]([CH3:56])=[CH:51][N:50]=[C:49]([C:43]2[C:42]([F:41])=[CH:47][CH:46]=[C:45]([CH3:48])[N:44]=2)[CH:54]=1.[ClH:1], predict the reactants needed to synthesize it. The reactants are: [Cl:1][C:2]1[C:3]2[C:4](=[CH:9][N:10]([CH2:12][CH2:13][O:14]C3CCCCO3)[N:11]=2)[N:5]=[CH:6][C:7]=1[F:8].ClC1C(F)=CN=C2C=NN(CCOC3CCCCO3)C=12.[F:41][C:42]1[C:43]([C:49]2[CH:54]=[C:53]([NH2:55])[C:52]([CH3:56])=[CH:51][N:50]=2)=[N:44][C:45]([CH3:48])=[CH:46][CH:47]=1.C1(P(C2CCCCC2)C2C=CC=CC=2C2C(C(C)C)=CC(C(C)C)=CC=2C(C)C)CCCCC1.C(=O)([O-])[O-].[K+].[K+].Cl. (3) Given the product [C@@H:24]1([N:6]([CH2:5][C:4]2[CH:34]=[CH:35][CH:36]=[C:2]([C:39]3[CH:40]=[CH:41][S:37][CH:38]=3)[CH:3]=2)[C:7]([C:9]2[CH:14]=[C:13]([C:15]([OH:17])=[O:16])[C:12]([C:18]([OH:20])=[O:19])=[CH:11][C:10]=2[C:21]([OH:23])=[O:22])=[O:8])[C:33]2[C:28](=[CH:29][CH:30]=[CH:31][CH:32]=2)[CH2:27][CH2:26][CH2:25]1, predict the reactants needed to synthesize it. The reactants are: Br[C:2]1[CH:3]=[C:4]([CH:34]=[CH:35][CH:36]=1)[CH2:5][N:6]([C@@H:24]1[C:33]2[C:28](=[CH:29][CH:30]=[CH:31][CH:32]=2)[CH2:27][CH2:26][CH2:25]1)[C:7]([C:9]1[CH:14]=[C:13]([C:15]([OH:17])=[O:16])[C:12]([C:18]([OH:20])=[O:19])=[CH:11][C:10]=1[C:21]([OH:23])=[O:22])=[O:8].[S:37]1[CH:41]=[CH:40][C:39](C2C=C(B(O)O)C=CC=2)=[CH:38]1.